This data is from Forward reaction prediction with 1.9M reactions from USPTO patents (1976-2016). The task is: Predict the product of the given reaction. (1) Given the reactants BrC1C=C(C(Cl)=O)C=CC=1.[Cl:11][C:12]1[CH:13]=[C:14]([CH:16]=[CH:17][C:18]=1[O:19][C:20]1[C:29]2[C:24](=[CH:25][C:26]([O:32][CH3:33])=[C:27]([O:30][CH3:31])[CH:28]=2)[N:23]=[CH:22][CH:21]=1)[NH2:15].[Br:34][C:35]1[CH:36]=[C:37]([C:41]([N:43]=[C:44]=[S:45])=[O:42])[CH:38]=[CH:39][CH:40]=1, predict the reaction product. The product is: [Br:34][C:35]1[CH:36]=[C:37]([C:41]([N:43]=[C:44]=[S:45])=[O:42])[CH:38]=[CH:39][CH:40]=1.[Br:34][C:35]1[CH:36]=[C:37]([CH:38]=[CH:39][CH:40]=1)[C:41]([NH:43][C:44]([NH:15][C:14]1[CH:16]=[CH:17][C:18]([O:19][C:20]2[C:29]3[C:24](=[CH:25][C:26]([O:32][CH3:33])=[C:27]([O:30][CH3:31])[CH:28]=3)[N:23]=[CH:22][CH:21]=2)=[C:12]([Cl:11])[CH:13]=1)=[S:45])=[O:42]. (2) Given the reactants [N:1]1[CH:6]=[CH:5][CH:4]=[C:3]([C:7]2[N:11]=[C:10]([C:12]3[CH:13]=[C:14]([C:18](=[O:20])[CH3:19])[CH:15]=[CH:16][CH:17]=3)[O:9][N:8]=2)[CH:2]=1.[BH4-].[Na+], predict the reaction product. The product is: [N:1]1[CH:6]=[CH:5][CH:4]=[C:3]([C:7]2[N:11]=[C:10]([C:12]3[CH:13]=[C:14]([CH:18]([OH:20])[CH3:19])[CH:15]=[CH:16][CH:17]=3)[O:9][N:8]=2)[CH:2]=1. (3) Given the reactants [Cl:1][C:2]1[CH:7]=[CH:6][C:5]([C:8]2[S:31][C:11]3[C:12](=[O:30])[N:13]([C:16]4[CH:21]=[CH:20][C:19]([N:22]5[CH2:26][CH2:25][C@@H:24]([OH:27])[CH2:23]5)=[C:18]([O:28][CH3:29])[CH:17]=4)[CH:14]=[CH:15][C:10]=3[CH:9]=2)=[CH:4][CH:3]=1.Cl, predict the reaction product. The product is: [ClH:1].[Cl:1][C:2]1[CH:7]=[CH:6][C:5]([C:8]2[S:31][C:11]3[C:12](=[O:30])[N:13]([C:16]4[CH:21]=[CH:20][C:19]([N:22]5[CH2:26][CH2:25][C@@H:24]([OH:27])[CH2:23]5)=[C:18]([O:28][CH3:29])[CH:17]=4)[CH:14]=[CH:15][C:10]=3[CH:9]=2)=[CH:4][CH:3]=1. (4) Given the reactants [S:1]1[CH:5]=[CH:4][C:3]([NH:6][C:7]2[N:12]=[CH:11][N:10]=[C:9]([C:13]3[CH:18]=[CH:17][N:16]=[C:15]([C:19]([OH:21])=O)[CH:14]=3)[N:8]=2)=[CH:2]1.C(N(CC)CC)C.Cl.[CH3:30][NH:31][O:32][CH3:33].O, predict the reaction product. The product is: [CH3:33][O:32][N:31]([CH3:30])[C:19]([C:15]1[CH:14]=[C:13]([C:9]2[N:8]=[C:7]([NH:6][C:3]3[CH:4]=[CH:5][S:1][CH:2]=3)[N:12]=[CH:11][N:10]=2)[CH:18]=[CH:17][N:16]=1)=[O:21]. (5) Given the reactants [Br:1][C:2]1[CH:3]=[CH:4][C:5]2[O:10][CH2:9][C:8](=[O:11])[CH2:7][C:6]=2[CH:12]=1.[CH2:13](O)[CH2:14][OH:15].C1(C)C=CC(S(O)(=O)=O)=CC=1, predict the reaction product. The product is: [Br:1][C:2]1[CH:3]=[CH:4][C:5]2[O:10][CH2:9][C:8]3([O:15][CH2:14][CH2:13][O:11]3)[CH2:7][C:6]=2[CH:12]=1. (6) Given the reactants C(OC(=O)[NH:7][C:8]1[CH:13]=[C:12]([CH3:14])[C:11]([Cl:15])=[CH:10][C:9]=1[NH:16][C:17](=[O:37])[CH2:18][C:19](=O)[C:20]1[CH:25]=[CH:24][CH:23]=[C:22]([C:26]2[CH:31]=[CH:30][N:29]=[C:28]([C:32]([F:35])([F:34])[F:33])[CH:27]=2)[CH:21]=1)(C)(C)C.C(O)(C(F)(F)F)=O, predict the reaction product. The product is: [Cl:15][C:11]1[C:12]([CH3:14])=[CH:13][C:8]2[N:7]=[C:19]([C:20]3[CH:25]=[CH:24][CH:23]=[C:22]([C:26]4[CH:31]=[CH:30][N:29]=[C:28]([C:32]([F:33])([F:34])[F:35])[CH:27]=4)[CH:21]=3)[CH2:18][C:17](=[O:37])[NH:16][C:9]=2[CH:10]=1. (7) Given the reactants [OH:1][CH2:2][C:3]1[C:4]([CH3:23])=[N:5][C:6]([CH2:18][C:19]([CH3:22])([CH3:21])[CH3:20])=[C:7]([C:10]=1[C:11]1[CH:16]=[CH:15][C:14]([CH3:17])=[CH:13][CH:12]=1)[C:8]#[N:9].N.CO.[C:27](O[C:27]([O:29][C:30]([CH3:33])([CH3:32])[CH3:31])=[O:28])([O:29][C:30]([CH3:33])([CH3:32])[CH3:31])=[O:28], predict the reaction product. The product is: [OH:1][CH2:2][C:3]1[C:10]([C:11]2[CH:16]=[CH:15][C:14]([CH3:17])=[CH:13][CH:12]=2)=[C:7]([CH2:8][NH:9][C:27](=[O:28])[O:29][C:30]([CH3:33])([CH3:32])[CH3:31])[C:6]([CH2:18][C:19]([CH3:20])([CH3:22])[CH3:21])=[N:5][C:4]=1[CH3:23].